From a dataset of Forward reaction prediction with 1.9M reactions from USPTO patents (1976-2016). Predict the product of the given reaction. (1) Given the reactants [F:1][C:2]1[CH:27]=[C:26]([N+:28]([O-])=O)[CH:25]=[CH:24][C:3]=1[O:4][C:5]1[N:10]=[CH:9][N:8]=[C:7]([NH:11][C:12](=[O:23])[N:13]([CH2:15][CH2:16][CH2:17][N:18]([CH2:21][CH3:22])[CH2:19][CH3:20])[CH3:14])[CH:6]=1.[H][H], predict the reaction product. The product is: [NH2:28][C:26]1[CH:25]=[CH:24][C:3]([O:4][C:5]2[N:10]=[CH:9][N:8]=[C:7]([NH:11][C:12](=[O:23])[N:13]([CH2:15][CH2:16][CH2:17][N:18]([CH2:19][CH3:20])[CH2:21][CH3:22])[CH3:14])[CH:6]=2)=[C:2]([F:1])[CH:27]=1. (2) Given the reactants Cl[CH2:2][C@@H:3]1[O:21][CH2:20][C@:6]2([C:22]3[CH:27]=[CH:26][C:25]([F:28])=[CH:24][C:23]=3[F:29])[N:7]=[C:8]([NH:11][C:12](=[O:19])[C:13]3[CH:18]=[CH:17][CH:16]=[CH:15][CH:14]=3)[S:9][CH2:10][C@@H:5]2[CH2:4]1.C([BH-](CC)CC)C.[Li+], predict the reaction product. The product is: [F:29][C:23]1[CH:24]=[C:25]([F:28])[CH:26]=[CH:27][C:22]=1[C@:6]12[CH2:20][O:21][C@@H:3]([CH3:2])[CH2:4][C@H:5]1[CH2:10][S:9][C:8]([NH:11][C:12](=[O:19])[C:13]1[CH:14]=[CH:15][CH:16]=[CH:17][CH:18]=1)=[N:7]2. (3) Given the reactants Cl.Cl.[NH:3]1[CH2:7][CH2:6][CH2:5][NH:4]1.CO[C:10](=[O:30])[CH:11]([O:22][C:23]1[CH:28]=[CH:27][CH:26]=[CH:25][C:24]=1[CH3:29])[C:12]([C:14]1[CH:19]=[CH:18][N:17]=[C:16]([S:20][CH3:21])[N:15]=1)=O, predict the reaction product. The product is: [CH3:21][S:20][C:16]1[N:15]=[C:14]([C:12]2[N:4]3[CH2:5][CH2:6][CH2:7][N:3]3[C:10](=[O:30])[C:11]=2[O:22][C:23]2[CH:28]=[CH:27][CH:26]=[CH:25][C:24]=2[CH3:29])[CH:19]=[CH:18][N:17]=1. (4) Given the reactants [O:1]1[C:5]2([CH2:10][CH2:9][NH:8][CH2:7][CH2:6]2)[O:4][CH2:3][CH2:2]1.[Cl:11][C:12]1[CH:13]=[C:14]([C:19](=O)[CH:20]=[C:21](SC)SC)[CH:15]=[CH:16][C:17]=1[Cl:18].O.[NH2:28][NH2:29], predict the reaction product. The product is: [Cl:11][C:12]1[CH:13]=[C:14]([C:19]2[NH:29][N:28]=[C:21]([N:8]3[CH2:9][CH2:10][C:5]4([O:4][CH2:3][CH2:2][O:1]4)[CH2:6][CH2:7]3)[CH:20]=2)[CH:15]=[CH:16][C:17]=1[Cl:18]. (5) Given the reactants [S:1]1[CH2:6][CH2:5][C:4](=O)[CH2:3][CH2:2]1.[NH:8]1[CH2:12][CH2:11][CH2:10][CH2:9]1, predict the reaction product. The product is: [S:1]1[CH2:6][CH:5]=[C:4]([N:8]2[CH2:12][CH2:11][CH2:10][CH2:9]2)[CH2:3][CH2:2]1. (6) Given the reactants [C:1]([C:3]1[CH:8]=[CH:7][C:6]([C:9]2[CH:10]=[N:11][N:12]([C:15]3[CH:23]=[CH:22][C:18]([C:19]([OH:21])=O)=[CH:17][N:16]=3)[C:13]=2[OH:14])=[C:5]([CH3:24])[CH:4]=1)#[N:2].[CH:25]1([C@@H:28]([NH2:30])[CH3:29])[CH2:27][CH2:26]1, predict the reaction product. The product is: [C:1]([C:3]1[CH:8]=[CH:7][C:6]([C:9]2[CH:10]=[N:11][N:12]([C:15]3[CH:23]=[CH:22][C:18]([C:19]([NH:30][C@H:28]([CH:25]4[CH2:27][CH2:26]4)[CH3:29])=[O:21])=[CH:17][N:16]=3)[C:13]=2[OH:14])=[C:5]([CH3:24])[CH:4]=1)#[N:2].